This data is from Forward reaction prediction with 1.9M reactions from USPTO patents (1976-2016). The task is: Predict the product of the given reaction. (1) Given the reactants [CH:1]([C:3]1[N:4]=[C:5]2[C:10]([N:11]3[CH2:16][CH2:15][O:14][CH2:13][CH2:12]3)=[CH:9][CH:8]=[N:7][N:6]2[C:17]=1[C:18]1[CH:30]=[CH:29][C:21]([C:22]([O:24][C:25]([CH3:28])([CH3:27])[CH3:26])=[O:23])=[CH:20][CH:19]=1)=O.[C:31]([O-])([O-])=O.[K+].[K+].[N+](=C(P(=O)(OC)OC)C(=O)C)=[N-], predict the reaction product. The product is: [C:1]([C:3]1[N:4]=[C:5]2[C:10]([N:11]3[CH2:16][CH2:15][O:14][CH2:13][CH2:12]3)=[CH:9][CH:8]=[N:7][N:6]2[C:17]=1[C:18]1[CH:30]=[CH:29][C:21]([C:22]([O:24][C:25]([CH3:27])([CH3:26])[CH3:28])=[O:23])=[CH:20][CH:19]=1)#[CH:31]. (2) Given the reactants [NH2:1][C:2]1[C:11]2[C:6](=[CH:7][C:8]([CH2:12][NH:13][C:14]([C@@H:16]3[CH2:20][CH2:19][CH2:18][N:17]3[C:21](=[O:40])[C@H:22]([NH:36]C(=O)C)[CH2:23][C:24]3[CH:29]=[CH:28][C:27](C4C=CC=CC=4)=[CH:26][CH:25]=3)=[O:15])=[CH:9][CH:10]=2)[CH:5]=[CH:4][N:3]=1.[CH3:41][S:42](N[C@H](CC1C=CC=CC=1)C(N1CCC[C@H]1C(O)=O)=O)(=[O:44])=[O:43], predict the reaction product. The product is: [NH2:1][C:2]1[C:11]2[C:6](=[CH:7][C:8]([CH2:12][NH:13][C:14]([C@@H:16]3[CH2:20][CH2:19][CH2:18][N:17]3[C:21](=[O:40])[C@H:22]([NH:36][S:42]([CH3:41])(=[O:44])=[O:43])[CH2:23][C:24]3[CH:29]=[CH:28][CH:27]=[CH:26][CH:25]=3)=[O:15])=[CH:9][CH:10]=2)[CH:5]=[CH:4][N:3]=1.